From a dataset of Catalyst prediction with 721,799 reactions and 888 catalyst types from USPTO. Predict which catalyst facilitates the given reaction. (1) The catalyst class is: 4. Product: [CH3:1][C:2]1([CH3:32])[N:6]([C:7]([O:9][C:10]([CH3:11])([CH3:12])[CH3:13])=[O:8])[C@@H:5]([CH2:14][CH2:15][C:16]2[CH:21]=[CH:20][C:19]([NH:22][C:23]3[N:28]=[CH:27][C:26]([S:29]([CH3:31])(=[O:33])=[O:30])=[CH:25][N:24]=3)=[CH:18][CH:17]=2)[CH2:4][O:3]1. Reactant: [CH3:1][C:2]1([CH3:32])[N:6]([C:7]([O:9][C:10]([CH3:13])([CH3:12])[CH3:11])=[O:8])[C@@H:5]([CH2:14][CH2:15][C:16]2[CH:21]=[CH:20][C:19]([NH:22][C:23]3[N:28]=[CH:27][C:26]([S:29]([CH3:31])=[O:30])=[CH:25][N:24]=3)=[CH:18][CH:17]=2)[CH2:4][O:3]1.[O-:33]S([O-])=O.[Na+].[Na+]. (2) Reactant: [Br:1][C:2]1[N:7]=[CH:6][C:5]([C:8](=[O:24])[CH2:9][C:10]([C:16]2[CH:21]=[C:20]([Cl:22])[CH:19]=[C:18]([Cl:23])[CH:17]=2)(O)[C:11]([F:14])([F:13])[F:12])=[CH:4][CH:3]=1.S(Cl)(Cl)=O.N1C=CC=CC=1. Product: [Br:1][C:2]1[N:7]=[CH:6][C:5]([C:8](=[O:24])[CH:9]=[C:10]([C:16]2[CH:21]=[C:20]([Cl:22])[CH:19]=[C:18]([Cl:23])[CH:17]=2)[C:11]([F:12])([F:13])[F:14])=[CH:4][CH:3]=1. The catalyst class is: 11.